Predict the product of the given reaction. From a dataset of Forward reaction prediction with 1.9M reactions from USPTO patents (1976-2016). (1) Given the reactants P(Cl)(Cl)(Cl)=O.[C:6]([C@@:8]12[CH2:25][CH2:24][C:23]3[CH:22]=[C:21]([O:26][CH3:27])[CH:20]=[CH:19][C:18]=3[C@H:17]1[CH:16](O)[CH2:15][C@@:13]1([CH3:14])[C@H:9]2[CH2:10][CH2:11][C@@H:12]1[O:29][CH:30]1[CH2:35][CH2:34][CH2:33][CH2:32][O:31]1)#[N:7].C(=O)(O)[O-].[Na+], predict the reaction product. The product is: [C:6]([C@@:8]12[CH2:25][CH2:24][C:23]3[CH:22]=[C:21]([O:26][CH3:27])[CH:20]=[CH:19][C:18]=3[C:17]1=[CH:16][CH2:15][C@@:13]1([CH3:14])[C@H:9]2[CH2:10][CH2:11][C@@H:12]1[O:29][CH:30]1[CH2:35][CH2:34][CH2:33][CH2:32][O:31]1)#[N:7]. (2) Given the reactants [CH3:1][O:2][C:3]1[CH:12]=[C:11]2[C:6]([C:7]([O:13][C:14]3[CH:15]=[C:16]4[C:21](=[CH:22][CH:23]=3)[C:20]([C:24](O)=[O:25])=[CH:19][CH:18]=[CH:17]4)=[CH:8][CH:9]=[N:10]2)=[CH:5][CH:4]=1.[F:27][C:28]1[CH:33]=[CH:32][C:31]([NH2:34])=[C:30]([NH2:35])[CH:29]=1, predict the reaction product. The product is: [NH2:35][C:30]1[CH:29]=[C:28]([F:27])[CH:33]=[CH:32][C:31]=1[NH:34][C:24]([C:20]1[C:21]2[C:16](=[CH:15][C:14]([O:13][C:7]3[C:6]4[C:11](=[CH:12][C:3]([O:2][CH3:1])=[CH:4][CH:5]=4)[N:10]=[CH:9][CH:8]=3)=[CH:23][CH:22]=2)[CH:17]=[CH:18][CH:19]=1)=[O:25]. (3) Given the reactants [CH3:1][O:2][C:3]1[CH:4]=[C:5]2[C:10](=[CH:11][C:12]=1[O:13][CH2:14][CH2:15][CH2:16][N:17]1[CH2:22][CH2:21][N:20]([CH3:23])[CH2:19][CH2:18]1)[N:9]=[CH:8][CH:7]=[C:6]2[C:24]1[CH:28]=[CH:27][NH:26][N:25]=1.[C:29]([C:31]1[CH:32]=[C:33]([S:37](Cl)(=[O:39])=[O:38])[CH:34]=[CH:35][CH:36]=1)#[N:30], predict the reaction product. The product is: [CH3:1][O:2][C:3]1[CH:4]=[C:5]2[C:10](=[CH:11][C:12]=1[O:13][CH2:14][CH2:15][CH2:16][N:17]1[CH2:18][CH2:19][N:20]([CH3:23])[CH2:21][CH2:22]1)[N:9]=[CH:8][CH:7]=[C:6]2[C:24]1[CH:28]=[CH:27][N:26]([S:37]([C:33]2[CH:32]=[C:31]([CH:36]=[CH:35][CH:34]=2)[C:29]#[N:30])(=[O:39])=[O:38])[N:25]=1. (4) Given the reactants [CH3:1][S:2]([C:5]1[CH:10]=[CH:9][CH:8]=[CH:7][C:6]=1[C:11]1[CH:16]=[CH:15][C:14]([N+:17]([O-])=O)=[CH:13][CH:12]=1)(=[O:4])=[O:3], predict the reaction product. The product is: [CH3:1][S:2]([C:5]1[CH:10]=[CH:9][CH:8]=[CH:7][C:6]=1[C:11]1[CH:12]=[CH:13][C:14]([NH2:17])=[CH:15][CH:16]=1)(=[O:3])=[O:4]. (5) Given the reactants [Cl:1][C:2]1[CH:7]=[CH:6][CH:5]=[CH:4][C:3]=1[OH:8].C(=O)([O-])[O-].[K+].[K+].Cl[CH2:16][C:17]1[S:21][C:20]([C:22]([NH:24][C:25]2[CH:26]=[C:27]3[C:32](=[CH:33][CH:34]=2)[CH2:31][N:30]([C:35]([O:37][C:38]([CH3:41])([CH3:40])[CH3:39])=[O:36])[CH2:29][CH2:28]3)=[O:23])=[N:19][N:18]=1, predict the reaction product. The product is: [Cl:1][C:2]1[CH:7]=[CH:6][CH:5]=[CH:4][C:3]=1[O:8][CH2:16][C:17]1[S:21][C:20]([C:22]([NH:24][C:25]2[CH:26]=[C:27]3[C:32](=[CH:33][CH:34]=2)[CH2:31][N:30]([C:35]([O:37][C:38]([CH3:41])([CH3:40])[CH3:39])=[O:36])[CH2:29][CH2:28]3)=[O:23])=[N:19][N:18]=1. (6) Given the reactants [CH:1]([NH:4][C:5]1[C:14]2[C:9](=[CH:10][C:11]([C:15]3[CH:20]=[CH:19][C:18]([S:21]([CH3:24])(=[O:23])=[O:22])=[CH:17][CH:16]=3)=[CH:12][CH:13]=2)[N:8]=[N:7][C:6]=1[C:25]([NH2:27])=O)([CH3:3])[CH3:2].[NH2:28]N.COC(OC)[N:33]([CH3:35])C, predict the reaction product. The product is: [CH:1]([NH:4][C:5]1[C:14]2[C:9](=[CH:10][C:11]([C:15]3[CH:20]=[CH:19][C:18]([S:21]([CH3:24])(=[O:23])=[O:22])=[CH:17][CH:16]=3)=[CH:12][CH:13]=2)[N:8]=[N:7][C:6]=1[C:25]1[N:27]=[CH:35][NH:33][N:28]=1)([CH3:3])[CH3:2]. (7) Given the reactants [OH-].[Na+].[C:3]([O:7][C:8]([NH:10][C@@H:11]([CH2:16][C:17]1[CH:22]=[CH:21][CH:20]=[CH:19][CH:18]=1)[C@@H:12]([OH:15])[CH2:13]Cl)=[O:9])([CH3:6])([CH3:5])[CH3:4], predict the reaction product. The product is: [C:3]([O:7][C:8]([NH:10][C@@H:11]([CH2:16][C:17]1[CH:22]=[CH:21][CH:20]=[CH:19][CH:18]=1)[C@H:12]1[O:15][CH2:13]1)=[O:9])([CH3:6])([CH3:5])[CH3:4]. (8) Given the reactants [Cl:1][C:2]1[NH:6][C:5]2[CH:7]=[CH:8][CH:9]=[CH:10][C:4]=2[N:3]=1.[H-].[Na+].[CH3:13][Si:14]([CH3:21])([CH3:20])[CH2:15][CH2:16][O:17][CH2:18]Cl.O, predict the reaction product. The product is: [Cl:1][C:2]1[N:6]([CH2:18][O:17][CH2:16][CH2:15][Si:14]([CH3:21])([CH3:20])[CH3:13])[C:5]2[CH:7]=[CH:8][CH:9]=[CH:10][C:4]=2[N:3]=1. (9) Given the reactants Br[C:2]1[CH:7]=[CH:6][CH:5]=[C:4]([O:8][CH3:9])[N:3]=1.[Li]CCCC.[Br:15][C:16]1[N:21]=[C:20]([CH:22]=[O:23])[CH:19]=[CH:18][CH:17]=1, predict the reaction product. The product is: [Br:15][C:16]1[N:21]=[C:20]([CH:22]([C:2]2[CH:7]=[CH:6][CH:5]=[C:4]([O:8][CH3:9])[N:3]=2)[OH:23])[CH:19]=[CH:18][CH:17]=1. (10) Given the reactants Br[C:2]1[CH:3]=[N:4][N:5]([CH3:9])[C:6]=1[CH2:7][OH:8].[CH3:10][O:11][C:12]1[CH:18]=[C:17](B2OC(C)(C)C(C)(C)O2)[CH:16]=[CH:15][C:13]=1[NH2:14], predict the reaction product. The product is: [NH2:14][C:13]1[CH:15]=[CH:16][C:17]([C:2]2[CH:3]=[N:4][N:5]([CH3:9])[C:6]=2[CH2:7][OH:8])=[CH:18][C:12]=1[O:11][CH3:10].